This data is from Reaction yield outcomes from USPTO patents with 853,638 reactions. The task is: Predict the reaction yield, written as a fraction of the theoretical maximum amount of product (1.0 means a 100% yield; for example, 0.34 means a 34% yield). (1) The reactants are [CH2:1]([O:3][C:4](=[O:17])[CH2:5][C:6]1[NH:11][C:10]2[CH:12]=[CH:13][C:14]([NH2:16])=[CH:15][C:9]=2[S:8][CH:7]=1)[CH3:2].C(N(CC)CC)C.[CH3:25][S:26](Cl)(=[O:28])=[O:27]. The yield is 0.710. The product is [CH2:1]([O:3][C:4](=[O:17])[CH2:5][C:6]1[NH:11][C:10]2[CH:12]=[CH:13][C:14]([NH:16][S:26]([CH3:25])(=[O:28])=[O:27])=[CH:15][C:9]=2[S:8][CH:7]=1)[CH3:2]. The catalyst is ClCCl. (2) The reactants are C(OC(=O)[N:7]([C:14]1[S:18][C:17]([Cl:19])=[N:16][C:15]=1[Cl:20])[C:8](=[O:13])[CH2:9][CH2:10][S:11][CH3:12])(C)(C)C.FC(F)(F)C(O)=O. The catalyst is C(Cl)Cl. The product is [Cl:19][C:17]1[S:18][C:14]([NH:7][C:8](=[O:13])[CH2:9][CH2:10][S:11][CH3:12])=[C:15]([Cl:20])[N:16]=1. The yield is 0.760. (3) The reactants are [Br:1][C:2]1[C:7]([Cl:8])=[CH:6][CH:5]=[CH:4][C:3]=1[CH2:9][OH:10].C(=O)([O-])O.[Na+].S([O-])([O-])(=O)=S.[Na+].[Na+]. The catalyst is C(Cl)Cl. The product is [Br:1][C:2]1[C:7]([Cl:8])=[CH:6][CH:5]=[CH:4][C:3]=1[CH:9]=[O:10]. The yield is 0.940. (4) The reactants are [CH3:1][O:2][CH2:3][C:4]1[C:8]([C:9]([O:11][CH3:12])=[O:10])=[CH:7][NH:6][N:5]=1.Cl[C:14]1[CH:19]=[C:18]([C:20]([F:23])([F:22])[F:21])[CH:17]=[CH:16][N:15]=1.C(=O)([O-])[O-].[K+].[K+]. The catalyst is CN(C)C=O. The product is [CH3:1][O:2][CH2:3][C:4]1[C:8]([C:9]([O:11][CH3:12])=[O:10])=[CH:7][N:6]([C:14]2[CH:19]=[C:18]([C:20]([F:23])([F:22])[F:21])[CH:17]=[CH:16][N:15]=2)[N:5]=1. The yield is 0.180. (5) The reactants are [NH2:1][C:2]1[CH:3]=[C:4]([N:8]2[S:12](=[O:14])(=[O:13])[NH:11][C:10](=[O:15])[CH2:9]2)[CH:5]=[CH:6][CH:7]=1.C([O-])(O)=O.[Na+].Br[CH2:22][C:23]([C:25]1[CH:30]=[CH:29][C:28]([Cl:31])=[CH:27][C:26]=1[Cl:32])=[O:24]. The catalyst is C(#N)C.O. The product is [Cl:32][C:26]1[CH:27]=[C:28]([Cl:31])[CH:29]=[CH:30][C:25]=1[C:23](=[O:24])[CH2:22][NH:1][C:2]1[CH:3]=[C:4]([N:8]2[S:12](=[O:14])(=[O:13])[NH:11][C:10](=[O:15])[CH2:9]2)[CH:5]=[CH:6][CH:7]=1. The yield is 0.700. (6) The reactants are F[B-](F)(F)F.N1(OC(N(C)C)=[N+](C)C)C2C=CC=CC=2N=N1.[N:23]1[C:32]2[NH:31][CH2:30][CH2:29][CH2:28][C:27]=2[CH:26]=[CH:25][C:24]=1[CH2:33][CH2:34][O:35][C:36]1[S:40][C:39]([CH2:41][C@@H:42]([C:44]([O:46][CH3:47])=[O:45])[NH2:43])=[CH:38][CH:37]=1.[Cl:48][C:49]1[CH:57]=[N:56][CH:55]=[C:54]([Cl:58])[C:50]=1[C:51](O)=[O:52].CN1CCOCC1.C(=O)([O-])O.[Na+]. The catalyst is C(Cl)Cl. The product is [Cl:48][C:49]1[CH:57]=[N:56][CH:55]=[C:54]([Cl:58])[C:50]=1[C:51]([NH:43][C@H:42]([C:44]([O:46][CH3:47])=[O:45])[CH2:41][C:39]1[S:40][C:36]([O:35][CH2:34][CH2:33][C:24]2[CH:25]=[CH:26][C:27]3[CH2:28][CH2:29][CH2:30][NH:31][C:32]=3[N:23]=2)=[CH:37][CH:38]=1)=[O:52]. The yield is 0.314. (7) The reactants are C[Si](C)(C)N[Si](C)(C)C.C([Li])CCC.[C:15]([N:23]1[CH:27]([CH3:28])[C:26](=[O:29])[O:25][CH:24]1[C:30]1[CH:35]=[CH:34][CH:33]=[CH:32][CH:31]=1)(=[O:22])[C:16]1[CH:21]=[CH:20][CH:19]=[CH:18][CH:17]=1.Br[CH2:37][N:38]1[C:42](=[O:43])[C:41]2=[CH:44][CH:45]=[CH:46][CH:47]=[C:40]2[C:39]1=[O:48]. The catalyst is C1COCC1. The product is [C:15]([N:23]1[C:27]([CH2:37][N:38]2[C:42](=[O:43])[C:41]3[C:40](=[CH:47][CH:46]=[CH:45][CH:44]=3)[C:39]2=[O:48])([CH3:28])[C:26](=[O:29])[O:25][CH:24]1[C:30]1[CH:35]=[CH:34][CH:33]=[CH:32][CH:31]=1)(=[O:22])[C:16]1[CH:17]=[CH:18][CH:19]=[CH:20][CH:21]=1. The yield is 0.740. (8) The product is [CH:1]1([N:7]2[C:11]([C:12]3[CH:17]=[CH:16][C:15]([F:18])=[CH:14][CH:13]=3)=[C:10]([C:19]3[S:20][CH:21]=[C:22]([CH2:24][C:25]([NH:68][CH2:67][CH:64]4[CH2:65][CH2:66][O:61][CH2:62][CH2:63]4)=[O:26])[N:23]=3)[CH:9]=[N:8]2)[CH2:6][CH2:5][CH2:4][CH2:3][CH2:2]1. The catalyst is CN(C=O)C.O. The reactants are [CH:1]1([N:7]2[C:11]([C:12]3[CH:17]=[CH:16][C:15]([F:18])=[CH:14][CH:13]=3)=[C:10]([C:19]3[S:20][CH:21]=[C:22]([CH2:24][C:25](O)=[O:26])[N:23]=3)[CH:9]=[N:8]2)[CH2:6][CH2:5][CH2:4][CH2:3][CH2:2]1.CN(C(ON1N=NC2C=CC=NC1=2)=[N+](C)C)C.F[P-](F)(F)(F)(F)F.CCN(C(C)C)C(C)C.[O:61]1[CH2:66][CH2:65][CH:64]([CH2:67][NH2:68])[CH2:63][CH2:62]1. The yield is 0.719. (9) The reactants are [NH2:1][C:2]1[C:3]2[N:10]([C:11]3[CH:16]=[CH:15][C:14]([N+:17]([O-])=O)=[C:13]([O:20][CH3:21])[CH:12]=3)[N:9]=[C:8]([C:22]3[CH2:23][CH2:24][N:25]([C:28]([O:30][C:31]([CH3:34])([CH3:33])[CH3:32])=[O:29])[CH2:26][CH:27]=3)[C:4]=2[N:5]=[CH:6][N:7]=1. The catalyst is [Pd].CO. The product is [NH2:1][C:2]1[C:3]2[N:10]([C:11]3[CH:16]=[CH:15][C:14]([NH2:17])=[C:13]([O:20][CH3:21])[CH:12]=3)[N:9]=[C:8]([CH:22]3[CH2:27][CH2:26][N:25]([C:28]([O:30][C:31]([CH3:34])([CH3:33])[CH3:32])=[O:29])[CH2:24][CH2:23]3)[C:4]=2[N:5]=[CH:6][N:7]=1. The yield is 0.930.